This data is from NCI-60 drug combinations with 297,098 pairs across 59 cell lines. The task is: Regression. Given two drug SMILES strings and cell line genomic features, predict the synergy score measuring deviation from expected non-interaction effect. Cell line: SK-MEL-28. Drug 2: C(CC(=O)O)C(=O)CN.Cl. Drug 1: CC=C1C(=O)NC(C(=O)OC2CC(=O)NC(C(=O)NC(CSSCCC=C2)C(=O)N1)C(C)C)C(C)C. Synergy scores: CSS=63.8, Synergy_ZIP=-1.01, Synergy_Bliss=-0.399, Synergy_Loewe=-1.00, Synergy_HSA=2.23.